From a dataset of Forward reaction prediction with 1.9M reactions from USPTO patents (1976-2016). Predict the product of the given reaction. (1) The product is: [CH:34]1([C:32]#[C:33][C:2]2[C:3]([C@@H:8]([NH:18][C:19](=[O:31])[CH2:20][C:21]3[C:29]4[C:24](=[CH:25][CH:26]=[C:27]([OH:30])[CH:28]=4)[NH:23][CH:22]=3)[CH2:9][C:10]3[CH:11]=[C:12]([F:17])[CH:13]=[C:14]([F:16])[CH:15]=3)=[N:4][CH:5]=[CH:6][CH:7]=2)[CH2:36][CH2:35]1. Given the reactants Br[C:2]1[C:3]([C@@H:8]([NH:18][C:19](=[O:31])[CH2:20][C:21]2[C:29]3[C:24](=[CH:25][CH:26]=[C:27]([OH:30])[CH:28]=3)[NH:23][CH:22]=2)[CH2:9][C:10]2[CH:15]=[C:14]([F:16])[CH:13]=[C:12]([F:17])[CH:11]=2)=[N:4][CH:5]=[CH:6][CH:7]=1.[C:32]([CH:34]1[CH2:36][CH2:35]1)#[CH:33], predict the reaction product. (2) Given the reactants BrC1C=CC(F)=C([C@@](N[S@@](C(C)(C)C)=O)(CC=O)C)C=1.[Br:21][C:22]1[CH:23]=[CH:24][C:25]([F:44])=[C:26]([C@@:28]([NH:37][S@@:38]([C:40]([CH3:43])([CH3:42])[CH3:41])=[O:39])([CH2:30][C@H:31]([OH:36])[C:32]([F:35])([F:34])[F:33])[CH3:29])[CH:27]=1, predict the reaction product. The product is: [Br:21][C:22]1[CH:23]=[CH:24][C:25]([F:44])=[C:26]([C@@:28]([NH:37][S@@:38]([C:40]([CH3:43])([CH3:42])[CH3:41])=[O:39])([CH2:30][C@@H:31]([OH:36])[C:32]([F:35])([F:34])[F:33])[CH3:29])[CH:27]=1. (3) Given the reactants [CH2:1]1[CH:3]([C:4]([NH2:6])=[NH:5])[CH2:2]1.Cl.C[O-].[Na+].C(O[C:14](=[CH2:17])[C:15]#[N:16])C, predict the reaction product. The product is: [CH:3]1([C:4]2[N:6]=[C:15]([NH2:16])[CH:14]=[CH:17][N:5]=2)[CH2:2][CH2:1]1. (4) Given the reactants C([O:3][C:4](=O)[CH2:5][CH2:6][C:7]1[C:15]2[B:14]([OH:16])[O:13][CH2:12][C:11]=2[CH:10]=[CH:9][CH:8]=1)C.CC(C[Al]CC(C)C)C, predict the reaction product. The product is: [OH:3][CH2:4][CH2:5][CH2:6][C:7]1[C:15]2[B:14]([OH:16])[O:13][CH2:12][C:11]=2[CH:10]=[CH:9][CH:8]=1.